From a dataset of Forward reaction prediction with 1.9M reactions from USPTO patents (1976-2016). Predict the product of the given reaction. The product is: [CH3:26][N:20]1[C:21]2[C:16](=[CH:15][C:14]([CH:12]([NH:11][C:9](=[O:10])[CH:8]=[CH:7][C:1]3[CH:2]=[CH:3][CH:4]=[CH:5][CH:6]=3)[CH3:13])=[CH:23][CH:22]=2)[CH2:17][CH2:18][CH2:19]1. Given the reactants [C:1]1([CH:7]=[CH:8][C:9]([NH:11][CH:12]([C:14]2[CH:15]=[C:16]3[C:21](=[CH:22][CH:23]=2)[NH:20][CH2:19][CH2:18][CH2:17]3)[CH3:13])=[O:10])[CH:6]=[CH:5][CH:4]=[CH:3][CH:2]=1.[BH4-].[Na+].[CH:26](O)=O, predict the reaction product.